Regression/Classification. Given a drug SMILES string, predict its toxicity properties. Task type varies by dataset: regression for continuous values (e.g., LD50, hERG inhibition percentage) or binary classification for toxic/non-toxic outcomes (e.g., AMES mutagenicity, cardiotoxicity, hepatotoxicity). Dataset: ames. From a dataset of Ames mutagenicity test results for genotoxicity prediction. (1) The drug is CCN(CC)c1ccc(N=Nc2ccccc2)cc1. The result is 0 (non-mutagenic). (2) The result is 0 (non-mutagenic). The compound is C=CC1CN2CCC1CC2C(O)c1ccnc2ccc(OC)cc12. (3) The drug is COC(=O)c1ccc(CN(C)N=O)cc1. The result is 0 (non-mutagenic). (4) The result is 0 (non-mutagenic). The compound is ClCc1ccc(Cl)cc1. (5) The molecule is Nc1cc(Cl)cc(S(=O)(=O)O)c1O. The result is 0 (non-mutagenic).